Dataset: Full USPTO retrosynthesis dataset with 1.9M reactions from patents (1976-2016). Task: Predict the reactants needed to synthesize the given product. (1) Given the product [Br:10][C:11]1[CH:16]=[CH:15][C:14]([NH:17][C:18]2[C:27]3[C:22](=[CH:23][C:24]([O:33][CH3:34])=[C:25]([O:28][CH2:29][CH2:30][CH2:31][N:7]4[CH2:8][CH2:9][N:4]5[CH:3]=[N:2][N:1]=[C:5]5[CH2:6]4)[CH:26]=3)[N:21]=[CH:20][N:19]=2)=[C:13]([F:35])[CH:12]=1, predict the reactants needed to synthesize it. The reactants are: [N:1]1[N:2]=[CH:3][N:4]2[CH2:9][CH2:8][NH:7][CH2:6][C:5]=12.[Br:10][C:11]1[CH:16]=[CH:15][C:14]([NH:17][C:18]2[C:27]3[C:22](=[CH:23][C:24]([O:33][CH3:34])=[C:25]([O:28][CH2:29][CH2:30][CH2:31]Cl)[CH:26]=3)[N:21]=[CH:20][N:19]=2)=[C:13]([F:35])[CH:12]=1.C(Cl)Cl. (2) Given the product [Cl:23][C:20]1[CH:19]=[CH:18][C:17]([CH2:16][N:15]2[C:14]3[C:9](=[N:10][C:11]([O:24][CH3:25])=[CH:12][CH:13]=3)[CH:8]=[C:7]2[CH2:6][C:5]([CH3:27])([CH3:26])[C:4]([OH:28])=[O:3])=[CH:22][CH:21]=1, predict the reactants needed to synthesize it. The reactants are: C([O:3][C:4](=[O:28])[C:5]([CH3:27])([CH3:26])[CH2:6][C:7]1[N:15]([CH2:16][C:17]2[CH:22]=[CH:21][C:20]([Cl:23])=[CH:19][CH:18]=2)[C:14]2[C:9](=[N:10][C:11]([O:24][CH3:25])=[CH:12][CH:13]=2)[CH:8]=1)C.CO.[Li+].[OH-].C(O)(=O)CC(CC(O)=O)(C(O)=O)O. (3) Given the product [O:29]1[C@:4]2([C@:8]3([CH3:26])[C@@H:7]([CH2:6][CH:5]12)[C@H:12]1[C@@H:11]([C@:16]2([CH3:25])[C:15](=[CH:14][CH2:13]1)[CH2:20][CH:19]([OH:21])[CH2:18][CH2:17]2)[CH2:10][CH2:9]3)[C:2](=[O:3])[CH3:1], predict the reactants needed to synthesize it. The reactants are: [CH3:1][C:2]([C:4]1[C@@:8]2([CH3:26])[CH2:9][CH2:10][C@@H:11]3[C@@:16]4([CH3:25])[CH2:17][CH2:18][C@H:19]([O:21]C(C)=O)[CH2:20][C:15]4=[CH:14][CH2:13][C@H:12]3[C@@H:7]2[CH2:6][CH:5]=1)=[O:3].OO.[OH-:29].[Na+]. (4) Given the product [CH:15]1([C:11]([C:9]2[CH:8]=[CH:7][C:5]3[O:6][C:2]([F:1])([F:14])[O:3][C:4]=3[CH:10]=2)([OH:13])[CH3:12])[CH2:17][CH2:16]1, predict the reactants needed to synthesize it. The reactants are: [F:1][C:2]1([F:14])[O:6][C:5]2[CH:7]=[CH:8][C:9]([C:11](=[O:13])[CH3:12])=[CH:10][C:4]=2[O:3]1.[CH:15]1([Mg]Br)[CH2:17][CH2:16]1.C1(C(C2C=CC(Cl)=CC=2)(O)C)CC1. (5) The reactants are: [NH2:1][C:2]1[N:7]([CH3:8])[C:6](=[O:9])[C:5]([CH3:11])([CH3:10])[C@:4]([C:13]2[CH:18]=[C:17]([NH2:19])[CH:16]=[CH:15][C:14]=2[F:20])([CH3:12])[N:3]=1.[F:21][C:22]([F:26])([F:25])[CH:23]=O.[B][B][B][B][B][B][B][B][B][B]. Given the product [NH2:1][C:2]1[N:7]([CH3:8])[C:6](=[O:9])[C:5]([CH3:10])([CH3:11])[C@:4]([C:13]2[CH:18]=[C:17]([NH:19][CH2:23][C:22]([F:26])([F:25])[F:21])[CH:16]=[CH:15][C:14]=2[F:20])([CH3:12])[N:3]=1, predict the reactants needed to synthesize it. (6) Given the product [CH2:1]([O:3][C:4](=[O:31])[CH2:5][C:6]1[CH:7]=[C:8]([C:14]2[CH:19]=[CH:18][C:17]([C:20]3[N:21]=[CH:22][C:23]([F:26])=[CH:24][N:25]=3)=[CH:16][C:15]=2[CH2:27][N:28]([C:35]([CH:32]2[CH2:34][CH2:33]2)=[O:36])[CH2:29][CH3:30])[C:9]([O:12][CH3:13])=[CH:10][CH:11]=1)[CH3:2], predict the reactants needed to synthesize it. The reactants are: [CH2:1]([O:3][C:4](=[O:31])[CH2:5][C:6]1[CH:7]=[C:8]([C:14]2[CH:19]=[CH:18][C:17]([C:20]3[N:25]=[CH:24][C:23]([F:26])=[CH:22][N:21]=3)=[CH:16][C:15]=2[CH2:27][NH:28][CH2:29][CH3:30])[C:9]([O:12][CH3:13])=[CH:10][CH:11]=1)[CH3:2].[CH:32]1([C:35](Cl)=[O:36])[CH2:34][CH2:33]1. (7) Given the product [CH3:32][CH:19]([CH3:20])[CH2:18][C@H:14]([NH:13][C@@H:8]([C:5]1[CH:4]=[CH:3][C:2]([C:26]2[CH:27]=[CH:28][C:23]([S:22][CH3:21])=[CH:24][CH:25]=2)=[CH:7][CH:6]=1)[C:9]([F:10])([F:11])[F:12])[CH2:15][OH:16], predict the reactants needed to synthesize it. The reactants are: Br[C:2]1[CH:7]=[CH:6][C:5]([C@H:8]([NH:13][C@@H:14]([CH2:18][CH2:19][CH3:20])[CH:15](C)[OH:16])[C:9]([F:12])([F:11])[F:10])=[CH:4][CH:3]=1.[CH3:21][S:22][C:23]1[CH:28]=[CH:27][C:26](B(O)O)=[CH:25][CH:24]=1.[C:32]([O-])([O-])=O.[Na+].[Na+].C1C=CC(P(C2C=CC=CC=2)C2C=CC=CC=2)=CC=1. (8) The reactants are: [F:1][C:2]([F:6])([F:5])[CH2:3][OH:4].[C:7](N=P1(N(CC)CC)N(C)CCCN1C)(C)(C)C.[Cl:25][C:26]1[CH:31]=[CH:30][CH:29]=[CH:28][C:27]=1[C:32]1[C:33]([C:47]2[CH:52]=[CH:51][C:50]([Cl:53])=[CH:49][CH:48]=2)=[CH:34][C:35]2[N:36]([C:38](OCC(F)(F)F)=[N:39][N:40]=2)N=1. Given the product [Cl:25][C:26]1[CH:31]=[CH:30][CH:29]=[CH:28][C:27]=1[C:32]1[C:33]([C:47]2[CH:52]=[CH:51][C:50]([Cl:53])=[CH:49][CH:48]=2)=[CH:34][C:35]2[N:36]([C:38]([O:4][CH2:3][C:2]([F:6])([F:5])[F:1])=[N:39][N:40]=2)[CH:7]=1, predict the reactants needed to synthesize it. (9) Given the product [Si:11]([O:28][CH2:29][CH2:30][N:31]([CH2:33][C:34]1[CH:43]=[CH:42][C:37]([CH2:38][OH:39])=[CH:36][CH:35]=1)[CH3:32])([C:24]([CH3:27])([CH3:26])[CH3:25])([C:12]1[CH:17]=[CH:16][CH:15]=[CH:14][CH:13]=1)[C:18]1[CH:19]=[CH:20][CH:21]=[CH:22][CH:23]=1, predict the reactants needed to synthesize it. The reactants are: [H-].C([Al+]CC(C)C)C(C)C.[Si:11]([O:28][CH2:29][CH2:30][N:31]([CH2:33][C:34]1[CH:43]=[CH:42][C:37]([C:38](OC)=[O:39])=[CH:36][CH:35]=1)[CH3:32])([C:24]([CH3:27])([CH3:26])[CH3:25])([C:18]1[CH:23]=[CH:22][CH:21]=[CH:20][CH:19]=1)[C:12]1[CH:17]=[CH:16][CH:15]=[CH:14][CH:13]=1.[Cl-].[NH4+].S([O-])([O-])(=O)=O.[Mg+2]. (10) Given the product [Cl:1][C:2]1[N:3]=[C:4]([N:10]([CH3:11])[CH3:9])[CH:5]=[CH:6][N:7]=1, predict the reactants needed to synthesize it. The reactants are: [Cl:1][C:2]1[N:7]=[CH:6][CH:5]=[C:4](Cl)[N:3]=1.[CH3:9][NH:10][CH3:11].